Task: Predict which catalyst facilitates the given reaction.. Dataset: Catalyst prediction with 721,799 reactions and 888 catalyst types from USPTO (1) Reactant: [CH:1]([O-:3])=[O:2].[NH4+:4].C([O:12][C:13]1[CH:18]=[CH:17][C:16]([C@@H:19]([O:62][Si:63]([C:66]([CH3:69])([CH3:68])[CH3:67])([CH3:65])[CH3:64])[CH2:20][NH:21][CH2:22][CH2:23][CH2:24][CH2:25][CH2:26][CH2:27][CH2:28][CH2:29][CH:30]=[CH:31][C:32]2[CH:37]=[CH:36][C:35]([O:38]CC3C=CC=CC=3)=[C:34]([C@@H:46]([C:56]3[CH:61]=[CH:60][CH:59]=[CH:58][CH:57]=3)[CH2:47][CH2:48][N:49]([CH:53]([CH3:55])[CH3:54])[CH:50]([CH3:52])[CH3:51])[CH:33]=2)=[CH:15][C:14]=1[NH:70][S:71]([CH3:74])(=[O:73])=[O:72])C1C=CC=CC=1. Product: [Si:63]([O:62][C@H:19]([C:16]1[CH:17]=[CH:18][C:13]([OH:12])=[C:14]([NH:70][S:71]([CH3:74])(=[O:72])=[O:73])[CH:15]=1)[CH2:20][NH:21][CH2:22][CH2:23][CH2:24][CH2:25][CH2:26][CH2:27][CH2:28][CH2:29][CH2:30][CH2:31][C:32]1[CH:37]=[CH:36][C:35]([OH:38])=[C:34]([C@@H:46]([C:56]2[CH:57]=[CH:58][CH:59]=[CH:60][CH:61]=2)[CH2:47][CH2:48][N:49]([CH:50]([CH3:51])[CH3:52])[CH:53]([CH3:55])[CH3:54])[CH:33]=1)([C:66]([CH3:69])([CH3:67])[CH3:68])([CH3:65])[CH3:64].[CH:1]([O-:3])=[O:2].[NH4+:4]. The catalyst class is: 293. (2) Reactant: Br[C:2]1[CH:3]=[C:4]([C:8]([NH2:11])([CH3:10])[CH3:9])[CH:5]=[CH:6][CH:7]=1.CN([CH:20]1[CH2:25][CH2:24]CCC1)C1CCCCC1.C(P(C(C)(C)C)C(C)(C)C)(C)(C)C.[C:39]([O:43][CH2:44]C)(=[O:42])C=C. Product: [CH3:44][O:43][C:39](=[O:42])[C:25]([CH3:24])=[CH:20][C:2]1[CH:7]=[CH:6][CH:5]=[C:4]([C:8]([NH2:11])([CH3:10])[CH3:9])[CH:3]=1. The catalyst class is: 552. (3) Reactant: [I:1][C:2]1[N:11]=[CH:10][C:9]2[CH2:8][CH2:7][C:6]3[C:12]([C:34]([NH2:36])=[O:35])=[N:13][N:14](C(C4C=CC=CC=4)(C4C=CC=CC=4)C4C=CC=CC=4)[C:5]=3[C:4]=2[N:3]=1.FC(F)(F)C(O)=O. Product: [I:1][C:2]1[N:11]=[CH:10][C:9]2[CH2:8][CH2:7][C:6]3[C:12]([C:34]([NH2:36])=[O:35])=[N:13][NH:14][C:5]=3[C:4]=2[N:3]=1. The catalyst class is: 2. (4) Reactant: [C:1]([O:5][C:6]([N:8]([CH3:17])[C@@H:9]1[CH2:13][CH2:12][C@H:11]([C:14]([OH:16])=O)[CH2:10]1)=[O:7])([CH3:4])([CH3:3])[CH3:2].[C:18]([NH:23][NH2:24])(=[O:22])[CH2:19][CH2:20][CH3:21].Cl.CN(C)CCCN=C=NCC.O.ON1C2C=CC=CC=2N=N1. Product: [C:1]([O:5][C:6](=[O:7])[N:8]([C@@H:9]1[CH2:13][CH2:12][C@H:11]([C:14]([NH:24][NH:23][C:18](=[O:22])[CH2:19][CH2:20][CH3:21])=[O:16])[CH2:10]1)[CH3:17])([CH3:2])([CH3:3])[CH3:4]. The catalyst class is: 35. (5) Reactant: [CH3:1][C:2]1[CH:21]=[CH:20][CH:19]=[C:4]([CH2:5][O:6][B:7]([O-:18])[O:8][CH2:9][C:10]2[C:11](=[C:13]([CH3:17])[CH:14]=[CH:15][CH:16]=2)[OH:12])[C:3]=1[OH:22].[Li+].[Cl-].[CH2:25]([N+:29]1[CH:33]=[CH:32][N:31]([CH3:34])[CH:30]=1)[CH2:26][CH2:27][CH3:28]. Product: [CH3:17][C:13]1[CH:14]=[CH:15][CH:16]=[C:10]([CH2:9][O:8][B:7]([O-:18])[O:6][CH2:5][C:4]2[C:3](=[C:2]([CH3:1])[CH:21]=[CH:20][CH:19]=2)[OH:22])[C:11]=1[OH:12].[CH2:25]([N+:29]1[CH:33]=[CH:32][N:31]([CH3:34])[CH:30]=1)[CH2:26][CH2:27][CH3:28]. The catalyst class is: 6. (6) Reactant: C(N(CC)C(C)C)(C)C.FC(F)(F)C(O)=O.[Cl:17][C:18]1[CH:23]=[CH:22][C:21]([C:24]2[CH:29]=[CH:28][C:27]([C:30]([N:32]3[CH2:37][CH2:36][NH:35][CH2:34][CH2:33]3)=[O:31])=[CH:26][CH:25]=2)=[C:20]([F:38])[CH:19]=1.[OH:39][C:40]1([C:43](O)=[O:44])[CH2:42][CH2:41]1.CN(C(ON1N=NC2C1=CC=CC=2)=[N+](C)C)C.F[P-](F)(F)(F)(F)F. Product: [Cl:17][C:18]1[CH:23]=[CH:22][C:21]([C:24]2[CH:25]=[CH:26][C:27]([C:30]([N:32]3[CH2:33][CH2:34][N:35]([C:43]([C:40]4([OH:39])[CH2:42][CH2:41]4)=[O:44])[CH2:36][CH2:37]3)=[O:31])=[CH:28][CH:29]=2)=[C:20]([F:38])[CH:19]=1. The catalyst class is: 3.